From a dataset of Full USPTO retrosynthesis dataset with 1.9M reactions from patents (1976-2016). Predict the reactants needed to synthesize the given product. (1) Given the product [Cl:25][CH2:24][CH2:23][O:11][C:8]1[CH:9]=[CH:10][C:5]([CH2:4][CH2:3][CH2:2][OH:1])=[CH:6][C:7]=1[I:12], predict the reactants needed to synthesize it. The reactants are: [OH:1][CH2:2][CH2:3][CH2:4][C:5]1[CH:10]=[CH:9][C:8]([OH:11])=[C:7]([I:12])[CH:6]=1.C1(C)C=CC(S(O[CH2:23][CH2:24][Cl:25])(=O)=O)=CC=1.C(=O)([O-])[O-].[K+].[K+].CCOC(C)=O. (2) Given the product [Br:15][C@H:10]1[CH2:11][CH2:12][N:8]([C:1]([O:3][C:4]([CH3:7])([CH3:6])[CH3:5])=[O:2])[CH2:9]1, predict the reactants needed to synthesize it. The reactants are: [C:1]([N:8]1[CH2:12][CH2:11][C@@H:10](O)[CH2:9]1)([O:3][C:4]([CH3:7])([CH3:6])[CH3:5])=[O:2].C(Br)(Br)(Br)[Br:15].C1(P(C2C=CC=CC=2)C2C=CC=CC=2)C=CC=CC=1. (3) The reactants are: [CH3:1][O:2][C:3]([C:5]12[CH2:12][CH2:11][C:8]([C:13]([OH:15])=O)([CH2:9][CH2:10]1)[CH2:7][CH2:6]2)=[O:4].CN(C)C=O.C(Cl)(=O)C([Cl:24])=O.CC1C(Br)=C(O)C(Br)=CC=1C1(C2C=C(Br)C(O)=C(Br)C=2C)OS(=O)(=O)C2C=CC=CC1=2. Given the product [CH3:1][O:2][C:3]([C:5]12[CH2:12][CH2:11][C:8]([C:13]([Cl:24])=[O:15])([CH2:9][CH2:10]1)[CH2:7][CH2:6]2)=[O:4], predict the reactants needed to synthesize it. (4) Given the product [F:19][C:16]1[CH:17]=[CH:18][C:13]([B:27]2[O:31][C:30]([CH3:33])([CH3:32])[C:29]([CH3:35])([CH3:34])[O:28]2)=[CH:14][C:15]=1[CH2:20][O:21][CH3:22], predict the reactants needed to synthesize it. The reactants are: [Li+].[Cl-].[AlH](CC(C)C)CC(C)C.Br[C:13]1[CH:18]=[CH:17][C:16]([F:19])=[C:15]([CH2:20][O:21][CH3:22])[CH:14]=1.C(O[B:27]1[O:31][C:30]([CH3:33])([CH3:32])[C:29]([CH3:35])([CH3:34])[O:28]1)(C)C. (5) Given the product [F:18][C:15]([F:16])([F:17])[C:11]1[CH:10]=[C:9]([N:7]2[CH:8]=[C:4]([NH2:1])[N:5]=[CH:6]2)[CH:14]=[CH:13][CH:12]=1, predict the reactants needed to synthesize it. The reactants are: [N+:1]([C:4]1[N:5]=[CH:6][N:7]([C:9]2[CH:14]=[CH:13][CH:12]=[C:11]([C:15]([F:18])([F:17])[F:16])[CH:10]=2)[CH:8]=1)([O-])=O. (6) The reactants are: [N:1]1[C:10]2[C:5](=[CH:6][CH:7]=[CH:8][CH:9]=2)[N:4]=[CH:3][C:2]=1[C:11]1[CH:12]=[C:13]([NH2:17])[CH:14]=[CH:15][CH:16]=1.[CH:18]1([C:21](Cl)=[O:22])[CH2:20][CH2:19]1. Given the product [N:1]1[C:10]2[C:5](=[CH:6][CH:7]=[CH:8][CH:9]=2)[N:4]=[CH:3][C:2]=1[C:11]1[CH:12]=[C:13]([NH:17][C:21]([CH:18]2[CH2:20][CH2:19]2)=[O:22])[CH:14]=[CH:15][CH:16]=1, predict the reactants needed to synthesize it. (7) Given the product [O:13]=[C:2]1[C:3]2([CH2:12][N:11]([C:25]([O:24][C:21]([CH3:23])([CH3:22])[CH3:20])=[O:26])[CH2:10]2)[C:4]2[C:9](=[CH:8][CH:7]=[CH:6][CH:5]=2)[NH:1]1, predict the reactants needed to synthesize it. The reactants are: [NH:1]1[C:9]2[C:4](=[CH:5][CH:6]=[CH:7][CH:8]=2)[C:3]2([CH2:12][NH:11][CH2:10]2)[C:2]1=[O:13].C([O-])([O-])=O.[K+].[K+].[CH3:20][C:21]([O:24][C:25](O[C:25]([O:24][C:21]([CH3:23])([CH3:22])[CH3:20])=[O:26])=[O:26])([CH3:23])[CH3:22].N.